Dataset: NCI-60 drug combinations with 297,098 pairs across 59 cell lines. Task: Regression. Given two drug SMILES strings and cell line genomic features, predict the synergy score measuring deviation from expected non-interaction effect. Drug 1: CC1=CC=C(C=C1)C2=CC(=NN2C3=CC=C(C=C3)S(=O)(=O)N)C(F)(F)F. Drug 2: C1CC(C1)(C(=O)O)C(=O)O.[NH2-].[NH2-].[Pt+2]. Cell line: MALME-3M. Synergy scores: CSS=15.6, Synergy_ZIP=7.24, Synergy_Bliss=2.82, Synergy_Loewe=6.08, Synergy_HSA=6.03.